Task: Predict the reactants needed to synthesize the given product.. Dataset: Full USPTO retrosynthesis dataset with 1.9M reactions from patents (1976-2016) Given the product [F:37][C:34]([F:35])([F:36])[C:32]1[CH:31]=[CH:30][C:28]2[NH:29][C:25]([NH:2][C:3]3[CH:4]=[C:5]([CH:21]=[CH:22][CH:23]=3)[CH2:6][NH:7][C:8]3[C:17]4[C:12](=[C:13]([C:18]([NH2:20])=[O:19])[CH:14]=[CH:15][CH:16]=4)[N:11]=[CH:10][N:9]=3)=[N:26][C:27]=2[CH:33]=1, predict the reactants needed to synthesize it. The reactants are: Cl.[NH2:2][C:3]1[CH:4]=[C:5]([CH:21]=[CH:22][CH:23]=1)[CH2:6][NH:7][C:8]1[C:17]2[C:12](=[C:13]([C:18]([NH2:20])=[O:19])[CH:14]=[CH:15][CH:16]=2)[N:11]=[CH:10][N:9]=1.Cl[C:25]1[NH:29][C:28]2[CH:30]=[CH:31][C:32]([C:34]([F:37])([F:36])[F:35])=[CH:33][C:27]=2[N:26]=1.